Dataset: HIV replication inhibition screening data with 41,000+ compounds from the AIDS Antiviral Screen. Task: Binary Classification. Given a drug SMILES string, predict its activity (active/inactive) in a high-throughput screening assay against a specified biological target. (1) The compound is O=Cc1ccccc1CCn1c(=O)c2cc3c(=O)n(CCc4ccccc4C=O)c(=O)c3cc2c1=O. The result is 0 (inactive). (2) The compound is NC(=O)NO. The result is 0 (inactive). (3) The compound is [O-][n+]1onc2ncccc21. The result is 0 (inactive). (4) The result is 0 (inactive). The drug is O=C1C(=O)N(Cc2ccc(Cl)cc2)c2ccccc21. (5) The molecule is CC(=O)OCC1C(C(C)OC(C)=O)CCC2C1CCC1(C)C(OC(C)=O)CCC21. The result is 1 (active). (6) The compound is O=C1OC(C=Cc2ccccc2)Sc2ccccc21. The result is 0 (inactive). (7) The molecule is O=C1CC(NC(=O)C(F)(F)F)c2c(Br)sc(N3CCOCC3)c21. The result is 0 (inactive).